This data is from Forward reaction prediction with 1.9M reactions from USPTO patents (1976-2016). The task is: Predict the product of the given reaction. (1) The product is: [CH2:13]([O:12][C:5]1[CH:6]=[C:7]([O:10][CH3:11])[CH:8]=[CH:9][C:4]=1[C:3]([OH:17])=[O:2])[CH2:14][CH2:15][CH3:16]. Given the reactants C[O:2][C:3](=[O:17])[C:4]1[CH:9]=[CH:8][C:7]([O:10][CH3:11])=[CH:6][C:5]=1[O:12][CH2:13][CH2:14][CH2:15][CH3:16].O.[OH-].[Li+].O.Cl, predict the reaction product. (2) Given the reactants C(O[C:4]([C:6]1[N:7]=[N:8][C:9]([O:12][CH2:13][C:14]2[C:15]([C:20]3[CH:25]=[CH:24][N:23]=[CH:22][CH:21]=3)=[N:16][O:17][C:18]=2[CH3:19])=[CH:10][CH:11]=1)=[O:5])C.[NH2:26][CH2:27][CH2:28][OH:29], predict the reaction product. The product is: [OH:29][CH2:28][CH2:27][NH:26][C:4]([C:6]1[N:7]=[N:8][C:9]([O:12][CH2:13][C:14]2[C:15]([C:20]3[CH:21]=[CH:22][N:23]=[CH:24][CH:25]=3)=[N:16][O:17][C:18]=2[CH3:19])=[CH:10][CH:11]=1)=[O:5]. (3) Given the reactants [N:1]1[CH:6]=[CH:5][CH:4]=[CH:3][C:2]=1[CH2:7][O:8][C:9]1[CH:18]=[C:17]([C:19]2[CH:20]=[C:21]([CH2:25][OH:26])[CH:22]=[N:23][CH:24]=2)[C:16]2[CH2:15][CH2:14][CH2:13][CH2:12][C:11]=2[N:10]=1.[CH2:27]1COCC1.[H-].[Na+].CI, predict the reaction product. The product is: [CH3:27][O:26][CH2:25][C:21]1[CH:20]=[C:19]([C:17]2[C:16]3[CH2:15][CH2:14][CH2:13][CH2:12][C:11]=3[N:10]=[C:9]([O:8][CH2:7][C:2]3[CH:3]=[CH:4][CH:5]=[CH:6][N:1]=3)[CH:18]=2)[CH:24]=[N:23][CH:22]=1. (4) Given the reactants [CH2:1]([O:3][C:4]1[CH:37]=[C:36]([F:38])[C:7]([CH2:8][N:9]2[C:17]3[C:12](=[CH:13][CH:14]=[CH:15][CH:16]=3)[C:11]([C:18]3[N:23]=[C:22]([NH:24][C:25]4[CH:30]=[CH:29][N:28]=[CH:27][CH:26]=4)[C:21]([O:31][CH2:32][CH2:33][S:34][CH3:35])=[CH:20][N:19]=3)=[N:10]2)=[C:6]([F:39])[CH:5]=1)[CH3:2].ClC1C=CC=CC=1C(OO)=[O:48].ClCCl.S([O-])([O-])(=O)=S.[Na+].[Na+], predict the reaction product. The product is: [CH2:1]([O:3][C:4]1[CH:5]=[C:6]([F:39])[C:7]([CH2:8][N:9]2[C:17]3[C:12](=[CH:13][CH:14]=[CH:15][CH:16]=3)[C:11]([C:18]3[N:23]=[C:22]([NH:24][C:25]4[CH:26]=[CH:27][N:28]=[CH:29][CH:30]=4)[C:21]([O:31][CH2:32][CH2:33][S:34]([CH3:35])=[O:48])=[CH:20][N:19]=3)=[N:10]2)=[C:36]([F:38])[CH:37]=1)[CH3:2]. (5) The product is: [Br:26][C:27]1[N:28]=[C:29]([CH2:33][N:9]2[C:10]3[C:15](=[CH:14][C:13]([CH3:18])=[N:12][C:11]=3[CH3:19])[C:16](=[O:17])[C:7]([C:5](=[O:6])[C:4]3[CH:20]=[CH:21][C:22]([CH3:23])=[C:2]([CH3:1])[CH:3]=3)=[CH:8]2)[CH:30]=[CH:31][CH:32]=1. Given the reactants [CH3:1][C:2]1[CH:3]=[C:4]([CH:20]=[CH:21][C:22]=1[CH3:23])[C:5]([C:7]1[C:16](=[O:17])[C:15]2[C:10](=[C:11]([CH3:19])[N:12]=[C:13]([CH3:18])[CH:14]=2)[NH:9][CH:8]=1)=[O:6].[H-].[Na+].[Br:26][C:27]1[CH:32]=[CH:31][CH:30]=[C:29]([CH2:33]Br)[N:28]=1, predict the reaction product. (6) Given the reactants C(P1(=O)OP(CCC)(=O)OP(CCC)(=O)O1)CC.[N:19]1([CH:25]2[CH2:30][CH2:29][N:28]([CH2:31][C:32]3[C:33]([C:52]4[CH:57]=[CH:56][CH:55]=[C:54]([C:58]([F:61])([F:60])[F:59])[CH:53]=4)=[N:34][C:35]4[C:40]([C:41]=3[C:42](O)=[O:43])=[CH:39][C:38]([S:45]([CH2:48][CH3:49])(=[O:47])=[O:46])=[C:37]([O:50][CH3:51])[CH:36]=4)[CH2:27][CH2:26]2)[CH2:24][CH2:23][CH2:22][CH2:21][CH2:20]1.[F:62][C:63]([F:73])([F:72])[C@@H:64]([C:66]1[CH:71]=[CH:70][CH:69]=[CH:68][CH:67]=1)[NH2:65].C(N(CC)C(C)C)(C)C, predict the reaction product. The product is: [N:19]1([CH:25]2[CH2:26][CH2:27][N:28]([CH2:31][C:32]3[C:33]([C:52]4[CH:57]=[CH:56][CH:55]=[C:54]([C:58]([F:59])([F:61])[F:60])[CH:53]=4)=[N:34][C:35]4[C:40]([C:41]=3[C:42]([NH:65][C@H:64]([C:66]3[CH:71]=[CH:70][CH:69]=[CH:68][CH:67]=3)[C:63]([F:72])([F:73])[F:62])=[O:43])=[CH:39][C:38]([S:45]([CH2:48][CH3:49])(=[O:47])=[O:46])=[C:37]([O:50][CH3:51])[CH:36]=4)[CH2:29][CH2:30]2)[CH2:24][CH2:23][CH2:22][CH2:21][CH2:20]1. (7) Given the reactants [OH:1][CH2:2][CH2:3][C:4]1[CH:5]=[C:6]([CH2:12][CH:13]([O:19][CH:20]([CH3:22])[CH3:21])[C:14]([O:16]CC)=[O:15])[CH:7]=[CH:8][C:9]=1[O:10][CH3:11].[F:23][C:24]([F:35])([F:34])[C:25]1[CH:30]=[CH:29][C:28]([N:31]=[C:32]=[O:33])=[CH:27][CH:26]=1, predict the reaction product. The product is: [CH:20]([O:19][CH:13]([CH2:12][C:6]1[CH:7]=[CH:8][C:9]([O:10][CH3:11])=[C:4]([CH2:3][CH2:2][O:1][C:32]([NH:31][C:28]2[CH:27]=[CH:26][C:25]([C:24]([F:23])([F:34])[F:35])=[CH:30][CH:29]=2)=[O:33])[CH:5]=1)[C:14]([OH:16])=[O:15])([CH3:21])[CH3:22]. (8) Given the reactants [F:1][C:2]1[CH:10]=[CH:9][CH:8]=[C:7]2[C:3]=1[CH:4]=[CH:5][NH:6]2.C([BH3-])#N.[Na+].[OH-].[Na+], predict the reaction product. The product is: [F:1][C:2]1[CH:10]=[CH:9][CH:8]=[C:7]2[C:3]=1[CH2:4][CH2:5][NH:6]2. (9) Given the reactants [Cl:1][C:2]1[C:11](Cl)=[N:10][C:9]2[C:4](=[CH:5][CH:6]=[CH:7][CH:8]=2)[N:3]=1.C[N:14](C=O)C, predict the reaction product. The product is: [Cl:1][C:2]1[C:11]([NH2:14])=[N:10][C:9]2[C:4]([N:3]=1)=[CH:5][CH:6]=[CH:7][CH:8]=2. (10) The product is: [Cl:5][C:6]1[CH:42]=[CH:41][C:40]([N:43]2[CH:47]=[CH:46][CH:45]=[N:44]2)=[CH:39][C:7]=1[C:8]([NH:10][C:11](=[O:38])[NH:12][C:13]1[S:14][C:15]2[CH:21]=[C:20]([S:22]([CH:25]3[CH2:30][CH2:29][N:28]([CH3:31])[CH2:27][CH2:26]3)(=[O:24])=[O:23])[CH:19]=[CH:18][C:16]=2[N:17]=1)=[O:9]. Given the reactants C(Cl)(=O)C.[Cl:5][C:6]1[CH:42]=[CH:41][C:40]([N:43]2[CH:47]=[CH:46][CH:45]=[N:44]2)=[CH:39][C:7]=1[C:8]([NH:10][C:11](=[O:38])[NH:12][C:13]1[S:14][C:15]2[CH:21]=[C:20]([S:22]([CH:25]3[CH2:30][CH2:29][N:28]([C:31](OC(C)(C)C)=O)[CH2:27][CH2:26]3)(=[O:24])=[O:23])[CH:19]=[CH:18][C:16]=2[N:17]=1)=[O:9].C=O.C([BH3-])#N.[Na+], predict the reaction product.